This data is from Full USPTO retrosynthesis dataset with 1.9M reactions from patents (1976-2016). The task is: Predict the reactants needed to synthesize the given product. (1) Given the product [Cl:1][C:2]1[C:3]2[N:4]([C:8]([I:22])=[N:9][CH:10]=2)[CH:5]=[CH:6][N:7]=1, predict the reactants needed to synthesize it. The reactants are: [Cl:1][C:2]1[C:3]2[N:4]([CH:8]=[N:9][CH:10]=2)[CH:5]=[CH:6][N:7]=1.[Li]CCCC.CCCCCC.[I:22]I. (2) Given the product [CH2:1]([N:8]1[CH2:13][CH:14]([CH2:15][C:16]2[CH:17]=[C:18]([F:23])[CH:19]=[C:20]([F:22])[CH:21]=2)[CH:10]([C:11]#[N:12])[CH2:9]1)[C:2]1[CH:3]=[CH:4][CH:5]=[CH:6][CH:7]=1, predict the reactants needed to synthesize it. The reactants are: [CH2:1]([N:8]([CH2:13]/[CH:14]=[CH:15]/[C:16]1[CH:21]=[C:20]([F:22])[CH:19]=[C:18]([F:23])[CH:17]=1)[CH2:9][CH2:10][C:11]#[N:12])[C:2]1[CH:7]=[CH:6][CH:5]=[CH:4][CH:3]=1.[H-].[Na+].C([O-])(O)=O.[Na+]. (3) Given the product [CH2:1]([O:5][C:6]1[N:14]=[C:13]2[C:9]([N:10]=[C:11]([O:21][CH3:22])[N:12]2[CH2:15][CH2:16][CH2:17][CH2:18][CH2:19][N:24]2[CH2:31][CH2:30][CH2:29][CH2:28][CH2:27][CH2:26][CH2:25]2)=[C:8]([NH2:23])[N:7]=1)[CH2:2][CH2:3][CH3:4], predict the reactants needed to synthesize it. The reactants are: [CH2:1]([O:5][C:6]1[N:14]=[C:13]2[C:9]([N:10]=[C:11]([O:21][CH3:22])[N:12]2[CH2:15][CH2:16][CH2:17][CH2:18][CH2:19]Cl)=[C:8]([NH2:23])[N:7]=1)[CH2:2][CH2:3][CH3:4].[NH:24]1[CH2:31][CH2:30][CH2:29][CH2:28][CH2:27][CH2:26][CH2:25]1. (4) Given the product [C:12]([C:9]1[CH:8]=[C:7]([S:16][C:17]([S:20][C:21]2[CH:22]=[C:23]([C:32]([CH3:35])([CH3:34])[CH3:33])[C:24]([O:31][CH2:44][C@@H:42]3[C@@H:41]([CH2:46][OH:47])[O:40][CH:39]([O:38][CH2:36][CH3:37])[O:43]3)=[C:25]([C:27]([CH3:30])([CH3:29])[CH3:28])[CH:26]=2)([CH3:18])[CH3:19])[CH:6]=[C:5]([C:2]([CH3:1])([CH3:3])[CH3:4])[C:10]=1[OH:11])([CH3:13])([CH3:14])[CH3:15], predict the reactants needed to synthesize it. The reactants are: [CH3:1][C:2]([C:5]1[CH:6]=[C:7]([S:16][C:17]([S:20][C:21]2[CH:26]=[C:25]([C:27]([CH3:30])([CH3:29])[CH3:28])[C:24]([OH:31])=[C:23]([C:32]([CH3:35])([CH3:34])[CH3:33])[CH:22]=2)([CH3:19])[CH3:18])[CH:8]=[C:9]([C:12]([CH3:15])([CH3:14])[CH3:13])[C:10]=1[OH:11])([CH3:4])[CH3:3].[CH2:36]([O:38][CH:39]1[O:43][C@H:42]([CH2:44]O)[C@@H:41]([CH2:46][OH:47])[O:40]1)[CH3:37]. (5) Given the product [CH3:8][C:9]1([CH3:31])[CH2:18][C:17]2[C:12](=[C:13]3[CH2:22][C:21]([CH3:23])([CH3:24])[O:20][C:14]3=[C:15]([NH:19][C:1](=[O:3])[CH3:2])[CH:16]=2)[C:11]([C:25]2[CH:26]=[CH:27][CH:28]=[CH:29][CH:30]=2)=[N:10]1, predict the reactants needed to synthesize it. The reactants are: [C:1](OC(=O)C)(=[O:3])[CH3:2].[CH3:8][C:9]1([CH3:31])[CH2:18][C:17]2[C:12](=[C:13]3[CH2:22][C:21]([CH3:24])([CH3:23])[O:20][C:14]3=[C:15]([NH2:19])[CH:16]=2)[C:11]([C:25]2[CH:30]=[CH:29][CH:28]=[CH:27][CH:26]=2)=[N:10]1.C(=O)([O-])O.[Na+]. (6) Given the product [CH3:1][O:2][C:3]([NH:5][C@H:6]([CH:55]([CH3:57])[CH3:56])[C:7]([N:9]1[CH2:13][CH2:12][CH2:11][C@H:10]1[C:14]1[NH:18][C:17]2[CH:19]=[C:20]([C:23]3[CH:28]=[CH:27][C:26]([C:29]4[CH:34]=[CH:33][C:32]([C:35]5[NH:39][C:38]([C@@H:40]6[CH2:44][CH2:43][CH2:42][N:41]6[C:45](=[O:46])[C@H:69]([NH:68][C:66](=[O:67])[O:65][CH3:64])[C:73]6[CH:78]=[CH:77][CH:76]=[CH:75][CH:74]=6)=[N:37][CH:36]=5)=[CH:31][CH:30]=4)=[CH:25][CH:24]=3)[CH:21]=[CH:22][C:16]=2[N:15]=1)=[O:8])=[O:4], predict the reactants needed to synthesize it. The reactants are: [CH3:1][O:2][C:3]([NH:5][C@H:6]([CH:55]([CH3:57])[CH3:56])[C:7]([N:9]1[CH2:13][CH2:12][CH2:11][C@H:10]1[C:14]1[NH:18][C:17]2[CH:19]=[C:20]([C:23]3[CH:28]=[CH:27][C:26]([C:29]4[CH:34]=[CH:33][C:32]([C:35]5[NH:39][C:38]([C@@H:40]6[CH2:44][CH2:43][CH2:42][N:41]6[C:45](OCC6C=CC=CC=6)=[O:46])=[N:37][CH:36]=5)=[CH:31][CH:30]=4)=[CH:25][CH:24]=3)[CH:21]=[CH:22][C:16]=2[N:15]=1)=[O:8])=[O:4].C(=O)([O-])[O-].[K+].[K+].[CH3:64][O:65][C:66]([NH:68][C@H:69]([C:73]1[CH:78]=[CH:77][CH:76]=[CH:75][CH:74]=1)C(O)=O)=[O:67].CCOC(C(C#N)=NOC(N1CCOCC1)=[N+](C)C)=O.F[P-](F)(F)(F)(F)F. (7) Given the product [F:13][C:6]1[CH:5]=[C:4]([B:1]([OH:2])[OH:3])[CH:12]=[CH:11][C:7]=1[C:8]([N:14]1[CH2:19][CH2:18][O:17][CH2:16][CH2:15]1)=[O:10], predict the reactants needed to synthesize it. The reactants are: [B:1]([C:4]1[CH:12]=[CH:11][C:7]([C:8]([OH:10])=O)=[C:6]([F:13])[CH:5]=1)([OH:3])[OH:2].[NH:14]1[CH2:19][CH2:18][O:17][CH2:16][CH2:15]1.F[P-](F)(F)(F)(F)F.N1(OC(N(C)C)=[N+](C)C)C2N=CC=CC=2N=N1.